From a dataset of Forward reaction prediction with 1.9M reactions from USPTO patents (1976-2016). Predict the product of the given reaction. (1) Given the reactants S(O)(O)(=O)=O.[NH2:6][OH:7].[CH3:8][C:9]([CH3:16])([CH3:15])[C:10](=O)[CH2:11][C:12]#[N:13].[OH-].[Na+], predict the reaction product. The product is: [C:9]([C:10]1[CH:11]=[C:12]([NH2:13])[O:7][N:6]=1)([CH3:16])([CH3:15])[CH3:8]. (2) Given the reactants [Cl:1][C:2]1[CH:7]=[CH:6][C:5]([CH2:8][C:9]([C:11]2[CH:16]=[CH:15][C:14]([F:17])=[CH:13][C:12]=2[OH:18])=[O:10])=[CH:4][CH:3]=1.C(N(CC)CC)C.[C:26](Cl)(=[O:30])[CH:27]([CH3:29])[CH3:28], predict the reaction product. The product is: [Cl:1][C:2]1[CH:7]=[CH:6][C:5]([CH2:8][C:9]([C:11]2[CH:16]=[CH:15][C:14]([F:17])=[CH:13][C:12]=2[O:18][C:26](=[O:30])[CH:27]([CH3:29])[CH3:28])=[O:10])=[CH:4][CH:3]=1. (3) Given the reactants Br[C:2]1[CH:7]=[CH:6][C:5]([CH:8]2[O:12][CH2:11][CH2:10][O:9]2)=[C:4]([CH3:13])[CH:3]=1.C([Li])CCC.CN([CH:22]=[O:23])C.O, predict the reaction product. The product is: [O:9]1[CH2:10][CH2:11][O:12][CH:8]1[C:5]1[CH:6]=[CH:7][C:2]([CH:22]=[O:23])=[CH:3][C:4]=1[CH3:13].